From a dataset of Reaction yield outcomes from USPTO patents with 853,638 reactions. Predict the reaction yield, written as a fraction of the theoretical maximum amount of product (1.0 means a 100% yield; for example, 0.34 means a 34% yield). (1) The reactants are [Br:1][C:2]1[CH:7]=[CH:6][C:5]([Cl:8])=[CH:4][C:3]=1[CH2:9]Br.[C:11]1([P:17]([C:24]2[CH:29]=[CH:28][CH:27]=[CH:26][CH:25]=2)[C:18]2[CH:23]=[CH:22][CH:21]=[CH:20][CH:19]=2)[CH:16]=[CH:15][CH:14]=[CH:13][CH:12]=1.CCOCC. The catalyst is C1COCC1. The product is [Br-:1].[Br:1][C:2]1[CH:7]=[CH:6][C:5]([Cl:8])=[CH:4][C:3]=1[CH2:9][P+:17]([C:18]1[CH:19]=[CH:20][CH:21]=[CH:22][CH:23]=1)([C:24]1[CH:29]=[CH:28][CH:27]=[CH:26][CH:25]=1)[C:11]1[CH:12]=[CH:13][CH:14]=[CH:15][CH:16]=1. The yield is 0.650. (2) The reactants are [CH3:1][C:2]1[CH:10]=[CH:9][C:8]([N+:11]([O-:13])=[O:12])=[C:7]2[C:3]=1[CH:4]=[C:5]([C:14]([O:16][CH2:17][CH3:18])=[O:15])[NH:6]2.[H-].[Na+].CN(C)C=O.[CH3:26][O:27][CH2:28]Cl. The catalyst is O1CCCC1.C(OCC)(=O)C. The product is [CH3:26][O:27][CH2:28][N:6]1[C:7]2[C:3](=[C:2]([CH3:1])[CH:10]=[CH:9][C:8]=2[N+:11]([O-:13])=[O:12])[CH:4]=[C:5]1[C:14]([O:16][CH2:17][CH3:18])=[O:15]. The yield is 0.680. (3) The reactants are [P:1]([O:19][C:20]([C:42]1[CH:47]=[CH:46][C:45]([F:48])=[CH:44][C:43]=1[F:49])([CH:27]([C:29]1[S:30][CH:31]=[C:32]([C:34]2[CH:39]=[CH:38][C:37]([C:40]#[N:41])=[CH:36][CH:35]=2)[N:33]=1)[CH3:28])[CH2:21][N:22]1[CH:26]=[N:25][CH:24]=[N:23]1)([O:11]CC1C=CC=CC=1)([O:3]CC1C=CC=CC=1)=[O:2].Br[Si](C)(C)C.N1C=CC=CC=1.[OH-].[Na+]. The catalyst is C(Cl)Cl. The product is [P:1]([OH:11])([OH:3])([O:19][C:20]([C:42]1[CH:47]=[CH:46][C:45]([F:48])=[CH:44][C:43]=1[F:49])([CH:27]([C:29]1[S:30][CH:31]=[C:32]([C:34]2[CH:39]=[CH:38][C:37]([C:40]#[N:41])=[CH:36][CH:35]=2)[N:33]=1)[CH3:28])[CH2:21][N:22]1[CH:26]=[N:25][CH:24]=[N:23]1)=[O:2]. The yield is 0.350. (4) The reactants are Cl[C:2]1[N:7]=[C:6]([NH:8][C:9]2[CH:14]=[CH:13][C:12]([O:15][CH2:16][CH3:17])=[CH:11][CH:10]=2)[C:5]([F:18])=[CH:4][N:3]=1.C(N(C(C)C)C(C)C)C.[CH2:28]1[CH2:38][O:37][C:36]2[CH:35]=[CH:34][C:32]([NH2:33])=[CH:31][C:30]=2[O:29]1. The catalyst is C(O)CO. The product is [CH2:16]([O:15][C:12]1[CH:13]=[CH:14][C:9]([NH:8][C:6]2[C:5]([F:18])=[CH:4][N:3]=[C:2]([NH:33][C:32]3[CH:34]=[CH:35][C:36]4[O:37][CH2:38][CH2:28][O:29][C:30]=4[CH:31]=3)[N:7]=2)=[CH:10][CH:11]=1)[CH3:17]. The yield is 0.600. (5) The reactants are [OH-].[Na+].BrBr.[C:5]([C:8]1[C:9]([Cl:23])=[C:10]2[C:15](=[C:16]([CH3:18])[CH:17]=1)[S:14](=[O:20])(=[O:19])[CH2:13][CH2:12][C:11]2([CH3:22])[CH3:21])(=[O:7])C.C(OCC)(=[O:26])C. The catalyst is O. The product is [Cl:23][C:9]1[C:8]([C:5]([OH:26])=[O:7])=[CH:17][C:16]([CH3:18])=[C:15]2[C:10]=1[C:11]([CH3:22])([CH3:21])[CH2:12][CH2:13][S:14]2(=[O:20])=[O:19]. The yield is 0.750.